Dataset: Full USPTO retrosynthesis dataset with 1.9M reactions from patents (1976-2016). Task: Predict the reactants needed to synthesize the given product. (1) Given the product [O:22]=[C:9]([C:10]1[CH:15]=[CH:14][C:13]([O:16][CH3:17])=[C:12]([O:18][CH3:19])[C:11]=1[O:20][CH3:21])[CH2:8][CH2:7][CH2:6][C:5]([OH:23])=[O:4], predict the reactants needed to synthesize it. The reactants are: [OH-].[Na+].C[O:4][C:5](=[O:23])[CH2:6][CH2:7][CH2:8][C:9](=[O:22])[C:10]1[CH:15]=[CH:14][C:13]([O:16][CH3:17])=[C:12]([O:18][CH3:19])[C:11]=1[O:20][CH3:21].O. (2) Given the product [CH3:35][N:3]([CH3:2])[CH:4]1[CH2:5][N:6]([C:8]2[CH:9]=[C:10]([O:33][CH3:34])[C:11]([NH:17][C:18]3[N:23]=[C:22]([C:24]4[C:32]5[C:27](=[CH:28][CH:29]=[CH:30][CH:31]=5)[NH:26][CH:25]=4)[CH:21]=[CH:20][N:19]=3)=[CH:12][C:13]=2[NH2:14])[CH2:7]1, predict the reactants needed to synthesize it. The reactants are: O.[CH3:2][N:3]([CH3:35])[CH:4]1[CH2:7][N:6]([C:8]2[C:13]([N+:14]([O-])=O)=[CH:12][C:11]([NH:17][C:18]3[N:23]=[C:22]([C:24]4[C:32]5[C:27](=[CH:28][CH:29]=[CH:30][CH:31]=5)[NH:26][CH:25]=4)[CH:21]=[CH:20][N:19]=3)=[C:10]([O:33][CH3:34])[CH:9]=2)[CH2:5]1.[NH4+].[Cl-].